This data is from Forward reaction prediction with 1.9M reactions from USPTO patents (1976-2016). The task is: Predict the product of the given reaction. (1) Given the reactants [CH3:1][O:2][C:3](=[O:16])[C:4]1[CH:12]=[CH:11][C:7]([C:8]([OH:10])=[O:9])=[CH:6][C:5]=1[N+:13]([O-:15])=[O:14].[CH3:17][C:18](=[CH2:20])[CH3:19].S(=O)(=O)(O)O, predict the reaction product. The product is: [CH3:1][O:2][C:3](=[O:16])[C:4]1[CH:12]=[CH:11][C:7]([C:8]([O:10][C:18]([CH3:20])([CH3:19])[CH3:17])=[O:9])=[CH:6][C:5]=1[N+:13]([O-:15])=[O:14]. (2) Given the reactants [CH3:1][C:2]1[C:3]([N+:25]([O-])=O)=[C:4]2[C:9](=[CH:10][CH:11]=1)[C:8](=[O:12])[N:7]([C@H:13]1[CH2:17][CH2:16][N:15]([C:18]([O:20][C:21]([CH3:24])([CH3:23])[CH3:22])=[O:19])[CH2:14]1)[CH:6]=[CH:5]2.C(O)C.[Cl-].[NH4+].O, predict the reaction product. The product is: [NH2:25][C:3]1[C:2]([CH3:1])=[CH:11][CH:10]=[C:9]2[C:4]=1[CH:5]=[CH:6][N:7]([C@H:13]1[CH2:17][CH2:16][N:15]([C:18]([O:20][C:21]([CH3:24])([CH3:23])[CH3:22])=[O:19])[CH2:14]1)[C:8]2=[O:12]. (3) Given the reactants [F:1][C:2]([F:18])([F:17])[C:3]1[O:7][N:6]=[C:5]([C:8]2[CH:16]=[CH:15][C:11]([C:12]([OH:14])=O)=[CH:10][CH:9]=2)[CH:4]=1.Cl.NO.C([N:24]([CH2:27]C)CC)C.C1CCC(N=C=NC2CCCCC2)CC1.CN([CH:47]=[O:48])C, predict the reaction product. The product is: [CH3:47][O:48][N:24]([CH3:27])[C:12](=[O:14])[C:11]1[CH:10]=[CH:9][C:8]([C:5]2[CH:4]=[C:3]([C:2]([F:1])([F:18])[F:17])[O:7][N:6]=2)=[CH:16][CH:15]=1. (4) Given the reactants [Li+].CC([N-]C(C)C)C.[CH:9]1([C:13]([OH:15])=[O:14])[CH2:12][CH2:11][CH2:10]1.BrC[CH2:18][CH:19]1[CH2:21][CH2:20]1.Cl, predict the reaction product. The product is: [CH:19]1([CH2:18][C:9]2([C:13]([OH:15])=[O:14])[CH2:12][CH2:11][CH2:10]2)[CH2:21][CH2:20]1. (5) Given the reactants [F:1][C:2]1[C:7]([S:8]([CH3:11])(=[O:10])=[O:9])=[CH:6][CH:5]=[CH:4][C:3]=1[CH:12]1[CH2:17][CH2:16][NH:15][CH2:14][CH2:13]1.C(=O)([O-])[O-].[K+].[K+].Br[CH:25]([CH3:27])[CH3:26], predict the reaction product. The product is: [F:1][C:2]1[C:7]([S:8]([CH3:11])(=[O:10])=[O:9])=[CH:6][CH:5]=[CH:4][C:3]=1[CH:12]1[CH2:17][CH2:16][N:15]([CH:25]([CH3:27])[CH3:26])[CH2:14][CH2:13]1. (6) Given the reactants C(OC([N:8]1[C:16]2[CH:15]=[CH:14][N:13]=[CH:12][C:11]=2[CH:10]=[C:9]1[CH2:17][N:18]1[CH2:23][CH2:22][NH:21][CH2:20][C:19]1=[O:24])=O)(C)(C)C.C(N(CC)CC)C.[Cl:32][C:33]1[S:37][C:36]([CH:38]=[CH:39][S:40](Cl)(=[O:42])=[O:41])=[CH:35][CH:34]=1, predict the reaction product. The product is: [Cl:32][C:33]1[S:37][C:36]([CH:38]=[CH:39][S:40]([N:21]2[CH2:22][CH2:23][N:18]([CH2:17][C:9]3[NH:8][C:16]4[CH:15]=[CH:14][N:13]=[CH:12][C:11]=4[CH:10]=3)[C:19](=[O:24])[CH2:20]2)(=[O:42])=[O:41])=[CH:35][CH:34]=1.